The task is: Predict the product of the given reaction.. This data is from Forward reaction prediction with 1.9M reactions from USPTO patents (1976-2016). The product is: [F:1][C:2]1[CH:3]=[CH:4][C:5]([C@@H:8]([CH3:20])[C:9]([OH:10])=[O:21])=[CH:6][CH:7]=1. Given the reactants [F:1][C:2]1[CH:7]=[CH:6][C:5]([C@@H:8]([CH3:20])[C:9](N2[C@H](C(C)C)COC2=O)=[O:10])=[CH:4][CH:3]=1.[OH:21]O.[Li+].[OH-], predict the reaction product.